From a dataset of Forward reaction prediction with 1.9M reactions from USPTO patents (1976-2016). Predict the product of the given reaction. (1) Given the reactants [N+:1]([C:4]1[CH:18]=[CH:17][C:7]([O:8][C:9]2[CH:10]=[C:11]([CH:14]=[CH:15][CH:16]=2)[C:12]#[N:13])=[CH:6][C:5]=1[CH2:19][NH:20][CH2:21][CH2:22][CH3:23])([O-])=O.S1C=CC=C1.O=[Si]=O, predict the reaction product. The product is: [NH2:1][C:4]1[CH:18]=[CH:17][C:7]([O:8][C:9]2[CH:10]=[C:11]([CH:14]=[CH:15][CH:16]=2)[C:12]#[N:13])=[CH:6][C:5]=1[CH2:19][NH:20][CH2:21][CH2:22][CH3:23]. (2) Given the reactants [F:1][C:2]([F:21])([F:20])[C:3]([N:5]1[CH2:11][CH:10]([CH3:12])[C:9]2[CH:13]=[C:14]([Br:19])[C:15]([O:17]C)=[CH:16][C:8]=2[CH2:7][CH2:6]1)=[O:4].B(Br)(Br)Br, predict the reaction product. The product is: [F:20][C:2]([F:1])([F:21])[C:3]([N:5]1[CH2:11][CH:10]([CH3:12])[C:9]2[CH:13]=[C:14]([Br:19])[C:15]([OH:17])=[CH:16][C:8]=2[CH2:7][CH2:6]1)=[O:4]. (3) Given the reactants CON(C)[C:4]([C:6]1[S:10][C:9]([CH2:11][CH:12]([CH3:14])[CH3:13])=[N:8][CH:7]=1)=[O:5].C1(C)C=CC=CC=1.[H-].C([Al+]CC(C)C)C(C)C.Cl, predict the reaction product. The product is: [CH2:11]([C:9]1[S:10][C:6]([CH:4]=[O:5])=[CH:7][N:8]=1)[CH:12]([CH3:14])[CH3:13]. (4) Given the reactants Cl.Cl.[NH2:3][CH2:4][C:5]([NH:8][CH2:9][C:10]([N:12]1[CH2:16][CH2:15][CH2:14][C@H:13]1[C:17]#[N:18])=[O:11])([CH3:7])[CH3:6].[CH:19](OC1C=CC([N+]([O-])=O)=CC=1)=O.C(=O)([O-])[O-].[K+].[K+], predict the reaction product. The product is: [CH3:6][C:5]([NH:8][CH2:9][C:10]([N:12]1[CH2:16][CH2:15][CH2:14][C@H:13]1[C:17]#[N:18])=[O:11])([CH3:7])[CH2:4][NH:3][CH3:19].